Dataset: Serine/threonine kinase 33 screen with 319,792 compounds. Task: Binary Classification. Given a drug SMILES string, predict its activity (active/inactive) in a high-throughput screening assay against a specified biological target. (1) The drug is s1c(NC(=O)c2cc(OCC)ccc2)nnc1c1occc1. The result is 0 (inactive). (2) The molecule is s1c2nc(c3c(CCCC3)c2c2[nH]cnc(=O)c12)C(C)C. The result is 0 (inactive). (3) The compound is S(=O)(=O)(Nc1nc2c(nc1Nc1cc3OCOc3cc1)cccc2)c1ccc(OC)cc1. The result is 0 (inactive).